From a dataset of Reaction yield outcomes from USPTO patents with 853,638 reactions. Predict the reaction yield, written as a fraction of the theoretical maximum amount of product (1.0 means a 100% yield; for example, 0.34 means a 34% yield). (1) The reactants are [F:1][C:2]1[CH:7]=[CH:6][C:5]([C:8]2[C:17]([N:18]3[CH2:22][CH2:21][CH2:20][C@@H:19]3[CH3:23])=[N:16][C:15]3[C:10](=[CH:11][C:12]([OH:28])=[C:13]([C:24]([O:26]C)=[O:25])[CH:14]=3)[N:9]=2)=[CH:4][CH:3]=1.[OH-].[Na+]. The catalyst is CO.O. The product is [F:1][C:2]1[CH:7]=[CH:6][C:5]([C:8]2[C:17]([N:18]3[CH2:22][CH2:21][CH2:20][C@@H:19]3[CH3:23])=[N:16][C:15]3[C:10](=[CH:11][C:12]([OH:28])=[C:13]([C:24]([OH:26])=[O:25])[CH:14]=3)[N:9]=2)=[CH:4][CH:3]=1. The yield is 0.690. (2) The reactants are [F:1][C:2]([F:7])([F:6])[C:3]([OH:5])=[O:4].[F:8][C:9]([F:14])([F:13])[C:10]([OH:12])=[O:11].FC(F)(F)C(O)=O.[Cl:22][C:23]1[CH:24]=[N:25][C:26]2[NH:27][C:28]3[CH:29]=[N:30][CH:31]=[C:32]([CH:53]=3)[CH2:33][CH2:34][C:35]3[CH:43]=[C:39]([NH:40][C:41]=1[N:42]=2)[CH:38]=[CH:37][C:36]=3[NH:44][C:45](=[O:52])[CH2:46][C@@H:47]1[CH2:51][CH2:50][NH:49][CH2:48]1.[F:54][C:55]1[CH:60]=[CH:59][CH:58]=[CH:57][C:56]=1[N:61]=[C:62]=[O:63]. No catalyst specified. The product is [F:1][C:2]([F:7])([F:6])[C:3]([OH:5])=[O:4].[F:8][C:9]([F:14])([F:13])[C:10]([OH:12])=[O:11].[Cl:22][C:23]1[CH:24]=[N:25][C:26]2[NH:27][C:28]3[CH:29]=[N:30][CH:31]=[C:32]([CH:53]=3)[CH2:33][CH2:34][C:35]3[CH:43]=[C:39]([NH:40][C:41]=1[N:42]=2)[CH:38]=[CH:37][C:36]=3[NH:44][C:45](=[O:52])[CH2:46][C@@H:47]1[CH2:51][CH2:50][N:49]([C:62]([NH:61][C:56]2[CH:57]=[CH:58][CH:59]=[CH:60][C:55]=2[F:54])=[O:63])[CH2:48]1. The yield is 0.870. (3) The reactants are C1N=C(N)C2N=CN([C@@H]3O[C@H](COP(OP(OC[C@H:26]4[O:30][C@@H:29]([N:31]5[CH:36]=[C:35]([C:37](N)=O)[CH2:34][CH:33]=[CH:32]5)[C@H:28](O)[C@@H:27]4[OH:41])(O)=O)(O)=O)[C@@H](O)[C@H]3O)C=2N=1.[CH2:45](N1CCCC1=O)C1C=CC=CC=1. The catalyst is C(O)C(N)(CO)CO.Cl. The product is [CH2:36]([N:31]1[CH2:26][CH:27]([OH:41])[CH2:28][C:29]1=[O:30])[C:35]1[CH:34]=[CH:33][CH:32]=[CH:45][CH:37]=1. The yield is 0.800. (4) The reactants are [Cl:1][C:2]1[N:3]=[C:4]([NH:22][C:23]2[CH:31]=[CH:30][CH:29]=[C:28]([F:32])[C:24]=2[C:25]([OH:27])=O)[C:5]2[C:10]([F:11])=[CH:9][N:8]([S:12]([C:15]3[CH:20]=[CH:19][C:18]([CH3:21])=[CH:17][CH:16]=3)(=[O:14])=[O:13])[C:6]=2[N:7]=1.CN(C=O)C.C(Cl)(=O)C(Cl)=O. The catalyst is C1COCC1. The product is [ClH:1].[Cl:1][C:2]1[N:3]2[C:4](=[N:22][C:23]3[C:24]([C:25]2=[O:27])=[C:28]([F:32])[CH:29]=[CH:30][CH:31]=3)[C:5]2[C:10]([F:11])=[CH:9][N:8]([S:12]([C:15]3[CH:20]=[CH:19][C:18]([CH3:21])=[CH:17][CH:16]=3)(=[O:13])=[O:14])[C:6]=2[N:7]=1. The yield is 0.820. (5) The reactants are [H-].[Na+].[OH:3][C:4]1[CH:5]=[N:6][CH:7]=[CH:8][CH:9]=1.[CH3:10][Si:11]([CH3:18])([CH3:17])[CH2:12][CH2:13][O:14][CH2:15]Cl.O. The catalyst is CCCCCC.C(COC)OC. The product is [CH3:10][Si:11]([CH3:18])([CH3:17])[CH2:12][CH2:13][O:14][CH2:15][O:3][C:4]1[CH:5]=[N:6][CH:7]=[CH:8][CH:9]=1. The yield is 0.920. (6) The catalyst is CC#N.CCO. The product is [NH2:19][C:20]1[S:21][C:22]2[CH:28]=[C:27]([S:29][CH:6]3[CH2:7][CH2:8][N:9]([C:12]([O:14][C:15]([CH3:16])([CH3:17])[CH3:18])=[O:13])[CH2:10][CH2:11]3)[CH:26]=[CH:25][C:23]=2[N:24]=1. The yield is 0.920. The reactants are CS(O[CH:6]1[CH2:11][CH2:10][N:9]([C:12]([O:14][C:15]([CH3:18])([CH3:17])[CH3:16])=[O:13])[CH2:8][CH2:7]1)(=O)=O.[NH2:19][C:20]1[S:21][C:22]2[CH:28]=[C:27]([SH:29])[CH:26]=[CH:25][C:23]=2[N:24]=1.C(=O)([O-])[O-].[K+].[K+].[BH4-].[Na+]. (7) The reactants are I[C:2]1[CH:3]=[C:4]([C:20]([NH:22][CH2:23][C:24]2[CH:29]=[CH:28][C:27]([S:30]([CH3:33])(=[O:32])=[O:31])=[CH:26][CH:25]=2)=[O:21])[C:5](=[O:19])[N:6]([C:9]2[CH:14]=[CH:13][CH:12]=[C:11]([C:15]([F:18])([F:17])[F:16])[CH:10]=2)[C:7]=1[CH3:8].C([Sn](CCCC)(CCCC)[C:39]1[O:40][CH:41]=[CH:42][N:43]=1)CCC. The catalyst is C1C=CC([P]([Pd]([P](C2C=CC=CC=2)(C2C=CC=CC=2)C2C=CC=CC=2)([P](C2C=CC=CC=2)(C2C=CC=CC=2)C2C=CC=CC=2)[P](C2C=CC=CC=2)(C2C=CC=CC=2)C2C=CC=CC=2)(C2C=CC=CC=2)C2C=CC=CC=2)=CC=1.C(COC)OC. The product is [CH3:33][S:30]([C:27]1[CH:26]=[CH:25][C:24]([CH2:23][NH:22][C:20]([C:4]2[C:5](=[O:19])[N:6]([C:9]3[CH:14]=[CH:13][CH:12]=[C:11]([C:15]([F:17])([F:18])[F:16])[CH:10]=3)[C:7]([CH3:8])=[C:2]([C:39]3[O:40][CH:41]=[CH:42][N:43]=3)[CH:3]=2)=[O:21])=[CH:29][CH:28]=1)(=[O:31])=[O:32]. The yield is 0.670.